This data is from Reaction yield outcomes from USPTO patents with 853,638 reactions. The task is: Predict the reaction yield, written as a fraction of the theoretical maximum amount of product (1.0 means a 100% yield; for example, 0.34 means a 34% yield). (1) The reactants are [NH2:1][C:2]1[C:3]([Cl:13])=[C:4]([C:9]([F:12])=[CH:10][CH:11]=1)[C:5]([O:7][CH3:8])=[O:6].C(N(CC)CC)C.[CH2:21]([S:24](Cl)(=[O:26])=[O:25])[CH2:22][CH3:23]. The catalyst is ClCCl.O. The product is [Cl:13][C:3]1[C:2]([NH:1][S:24]([CH2:21][CH2:22][CH3:23])(=[O:26])=[O:25])=[CH:11][CH:10]=[C:9]([F:12])[C:4]=1[C:5]([O:7][CH3:8])=[O:6]. The yield is 0.970. (2) The reactants are [CH3:1][N:2]1[CH:7]2[CH2:8][CH2:9][CH:3]1[CH2:4][C:5]([C:10]1[C:18]3[C:13](=[CH:14][CH:15]=[C:16]([N+:19]([O-])=O)[CH:17]=3)[NH:12][CH:11]=1)=[CH:6]2.I.CS[C:25]([C:27]1[S:28][CH:29]=[CH:30][CH:31]=1)=[NH:26]. The catalyst is C(O)C.[Pd]. The product is [CH3:1][N:2]1[CH:7]2[CH2:8][CH2:9][CH:3]1[CH2:4][C:5]([C:10]1[C:18]3[C:13](=[CH:14][CH:15]=[C:16]([NH:19][C:25]([C:27]4[S:28][CH:29]=[CH:30][CH:31]=4)=[NH:26])[CH:17]=3)[NH:12][CH:11]=1)=[CH:6]2. The yield is 0.440. (3) The reactants are C(OC([NH:8][C@@H:9]1[CH2:14][CH2:13][C@@H:12]([CH2:15][OH:16])[O:11][CH2:10]1)=O)(C)(C)C.[ClH:17].O1CCOCC1. The catalyst is CO. The product is [ClH:17].[NH2:8][C@@H:9]1[CH2:14][CH2:13][C@@H:12]([CH2:15][OH:16])[O:11][CH2:10]1. The yield is 1.00. (4) The reactants are Br[C:2]1[CH:7]=[CH:6][C:5]([Br:8])=[CH:4][N:3]=1.O.[NH2:10][NH2:11].CC(O)CC. The catalyst is O. The product is [Br:8][C:5]1[CH:6]=[CH:7][C:2]([NH:10][NH2:11])=[N:3][CH:4]=1. The yield is 0.870. (5) The reactants are [OH:1][C:2]1[C:11]2[C:6](=[CH:7][CH:8]=[CH:9][CH:10]=2)[N:5]([NH:12][CH2:13][CH:14]([CH3:16])[CH3:15])[C:4](=[O:17])[C:3]=1[C:18]1[NH:23][C:22]2[CH:24]=[CH:25][C:26]([OH:28])=[CH:27][C:21]=2[S:20](=[O:30])(=[O:29])[N:19]=1.C(=O)([O-])[O-].[Cs+].[Cs+].Br[CH2:38][C:39]([NH2:41])=[O:40]. The catalyst is [I-].C([N+](CCCC)(CCCC)CCCC)CCC.CN(C)C=O. The product is [OH:1][C:2]1[C:11]2[C:6](=[CH:7][CH:8]=[CH:9][CH:10]=2)[N:5]([NH:12][CH2:13][CH:14]([CH3:15])[CH3:16])[C:4](=[O:17])[C:3]=1[C:18]1[NH:23][C:22]2[CH:24]=[CH:25][C:26]([O:28][CH2:38][C:39]([NH2:41])=[O:40])=[CH:27][C:21]=2[S:20](=[O:29])(=[O:30])[N:19]=1. The yield is 0.770. (6) The reactants are [CH2:1]([O:8][C:9](=[O:32])[CH2:10][C@@H:11]([NH:24][C:25](OC(C)(C)C)=O)[C:12]([NH:14][C@H:15]([C:20](=[O:23])[NH:21][CH3:22])[C:16]([CH3:19])([CH3:18])[CH3:17])=[O:13])[C:2]1[CH:7]=[CH:6][CH:5]=[CH:4][CH:3]=1.F[C:34](F)(F)[C:35](O)=O.[CH3:40][NH:41][C:42](=O)[C@H:43]([C:45]([CH3:48])(C)[CH3:46])N.CN(C(ON1N=N[C:60]2[CH:61]=[CH:62][CH:63]=[CH:64][C:59]1=2)=[N+](C)C)C.[B-](F)(F)(F)F. No catalyst specified. The product is [CH2:1]([O:8][C:9](=[O:32])[CH2:10][C@@H:11]([N:24]1[CH:59]=[CH:64][C:63]([C:62]2[CH:61]=[CH:60][C:46]([C:45]3[CH:48]=[CH:40][N:41]=[CH:42][CH:43]=3)=[CH:35][CH:34]=2)=[CH:25]1)[C:12]([NH:14][C@H:15]([C:20](=[O:23])[NH:21][CH3:22])[C:16]([CH3:19])([CH3:17])[CH3:18])=[O:13])[C:2]1[CH:7]=[CH:6][CH:5]=[CH:4][CH:3]=1. The yield is 0.860.